Regression. Given two drug SMILES strings and cell line genomic features, predict the synergy score measuring deviation from expected non-interaction effect. From a dataset of NCI-60 drug combinations with 297,098 pairs across 59 cell lines. (1) Synergy scores: CSS=40.6, Synergy_ZIP=5.06, Synergy_Bliss=5.19, Synergy_Loewe=1.09, Synergy_HSA=6.18. Drug 1: C1=NC(=NC(=O)N1C2C(C(C(O2)CO)O)O)N. Cell line: COLO 205. Drug 2: C1C(C(OC1N2C=NC3=C2NC=NCC3O)CO)O. (2) Drug 1: CC12CCC3C(C1CCC2O)C(CC4=C3C=CC(=C4)O)CCCCCCCCCS(=O)CCCC(C(F)(F)F)(F)F. Drug 2: C1=NC2=C(N=C(N=C2N1C3C(C(C(O3)CO)O)F)Cl)N. Cell line: RPMI-8226. Synergy scores: CSS=-8.01, Synergy_ZIP=7.33, Synergy_Bliss=3.50, Synergy_Loewe=-6.70, Synergy_HSA=-7.77.